Dataset: Catalyst prediction with 721,799 reactions and 888 catalyst types from USPTO. Task: Predict which catalyst facilitates the given reaction. (1) The catalyst class is: 5. Product: [F:23][C:4]([F:3])([F:22])[CH:5]1[CH2:10][CH2:9][C:8]([C:11]2[N:16]=[CH:15][N:14]=[C:13]([CH2:17][OH:18])[CH:12]=2)=[CH:7][CH2:6]1. Reactant: [BH4-].[Na+].[F:3][C:4]([F:23])([F:22])[CH:5]1[CH2:10][CH2:9][C:8]([C:11]2[N:16]=[CH:15][N:14]=[C:13]([C:17](OCC)=[O:18])[CH:12]=2)=[CH:7][CH2:6]1. (2) Reactant: [NH2:1][C:2]1[C:11]2[N:12]=[C:13]([CH2:20][O:21][CH3:22])[N:14]([CH2:15][C:16]([OH:19])([CH3:18])[CH3:17])[C:10]=2[C:9]2[CH:8]=[CH:7][C:6]([CH2:23][CH2:24][C:25]#[N:26])=[CH:5][C:4]=2[N:3]=1.[OH-:27].[Na+].OO. Product: [NH2:1][C:2]1[C:11]2[N:12]=[C:13]([CH2:20][O:21][CH3:22])[N:14]([CH2:15][C:16]([OH:19])([CH3:18])[CH3:17])[C:10]=2[C:9]2[CH:8]=[CH:7][C:6]([CH2:23][CH2:24][C:25]([NH2:26])=[O:27])=[CH:5][C:4]=2[N:3]=1. The catalyst class is: 5. (3) Reactant: [F:1][C:2]1[CH:7]=[CH:6][CH:5]=[CH:4][C:3]=1[CH2:8][OH:9].C1N=CN([C:15](N2C=NC=C2)=[O:16])C=1.FC(F)(F)C(O)=O.[NH2:29][CH2:30][CH2:31][CH2:32][N:33]1[C:41](=[O:42])[C:40]2[NH:39][C:38]([Cl:43])=[N:37][C:36]=2[N:35]([CH2:44][CH2:45][CH2:46][CH2:47][CH3:48])[C:34]1=[O:49].CCN(C(C)C)C(C)C. Product: [Cl:43][C:38]1[NH:39][C:40]2[C:41](=[O:42])[N:33]([CH2:32][CH2:31][CH2:30][NH:29][C:15](=[O:16])[O:9][CH2:8][C:3]3[CH:4]=[CH:5][CH:6]=[CH:7][C:2]=3[F:1])[C:34](=[O:49])[N:35]([CH2:44][CH2:45][CH2:46][CH2:47][CH3:48])[C:36]=2[N:37]=1. The catalyst class is: 168. (4) Reactant: [Cl:1][C:2]1[C:3]([C:23]2[N:27]3[CH:28]=[CH:29][CH:30]=[CH:31][C:26]3=[N:25][CH:24]=2)=[N:4][C:5]([NH:8][C:9]2[CH:14]=[CH:13][C:12]([N:15]3[CH2:20][CH2:19][NH:18][CH2:17][CH2:16]3)=[CH:11][C:10]=2[O:21][CH3:22])=[N:6][CH:7]=1.C(N(CC)C(C)C)(C)C.[OH:41][C:42]1([C:45](O)=[O:46])[CH2:44][CH2:43]1. Product: [Cl:1][C:2]1[C:3]([C:23]2[N:27]3[CH:28]=[CH:29][CH:30]=[CH:31][C:26]3=[N:25][CH:24]=2)=[N:4][C:5]([NH:8][C:9]2[CH:14]=[CH:13][C:12]([N:15]3[CH2:16][CH2:17][N:18]([C:45]([C:42]4([OH:41])[CH2:44][CH2:43]4)=[O:46])[CH2:19][CH2:20]3)=[CH:11][C:10]=2[O:21][CH3:22])=[N:6][CH:7]=1. The catalyst class is: 4. (5) Reactant: [NH2:1][C@@H:2]([CH2:6][CH2:7][CH2:8][CH2:9][CH2:10][CH:11]=[CH2:12])[C:3]([OH:5])=[O:4].C(=O)([O-])[O-].[Cs+].[Cs+].[F:19][C:20]1[CH:25]=[CH:24][C:23](I)=[CH:22][CH:21]=1. Product: [F:19][C:20]1[CH:25]=[CH:24][C:23]([NH:1][C@@H:2]([CH2:6][CH2:7][CH2:8][CH2:9][CH2:10][CH:11]=[CH2:12])[C:3]([OH:5])=[O:4])=[CH:22][CH:21]=1. The catalyst class is: 185. (6) Reactant: [NH2:1][C:2]1[CH:9]=[C:8]([Br:10])[CH:7]=[CH:6][C:3]=1[CH:4]=O.C(O/[CH:14]=[CH:15]/[CH3:16])C.CC1C=CC(S(O)(=O)=O)=CC=1. Product: [Br:10][C:8]1[CH:9]=[C:2]2[C:3]([CH:4]=[C:15]([CH3:16])[CH:14]=[N:1]2)=[CH:6][CH:7]=1. The catalyst class is: 11. (7) Reactant: [F:1][C:2]1[CH:7]=[CH:6][C:5]([CH:8]2[O:12]C(=O)[N:10]([C:14]([O:16][C:17]([CH3:20])([CH3:19])[CH3:18])=[O:15])[CH:9]2[CH2:21][C:22]2[O:23][C:24]([C:27]([F:30])([F:29])[F:28])=[CH:25][CH:26]=2)=[CH:4][CH:3]=1.[OH-].[Na+].O. Product: [F:1][C:2]1[CH:7]=[CH:6][C:5]([CH:8]([OH:12])[CH:9]([NH:10][C:14](=[O:15])[O:16][C:17]([CH3:18])([CH3:20])[CH3:19])[CH2:21][C:22]2[O:23][C:24]([C:27]([F:30])([F:29])[F:28])=[CH:25][CH:26]=2)=[CH:4][CH:3]=1. The catalyst class is: 5. (8) The catalyst class is: 15. Reactant: [CH:1]([C:3]1[O:11][C:10]2[CH:9]=[CH:8][N:7]=[C:6]([NH:12][C:13](=[O:20])[C:14]3[CH:19]=[CH:18][CH:17]=[CH:16][CH:15]=3)[C:5]=2[CH:4]=1)=O.[NH2:21]/[C:22](/[CH3:26])=[CH:23]\[C:24]#[N:25]. Product: [C:24]([C:23]1[CH:1]([C:3]2[O:11][C:10]3[CH:9]=[CH:8][N:7]=[C:6]([NH:12][C:13](=[O:20])[C:14]4[CH:15]=[CH:16][CH:17]=[CH:18][CH:19]=4)[C:5]=3[CH:4]=2)[C:5]([C:6]#[N:7])=[C:4]([CH3:3])[NH:21][C:22]=1[CH3:26])#[N:25]. (9) Reactant: [CH3:1][O:2][C:3]1[CH:4]=[C:5](B(O)O)[CH:6]=[N:7][CH:8]=1.C(=O)([O-])[O-].[Cs+].[Cs+].ClCCl.FC(F)(F)S(O[C:27]1[C:39]2[C:38]3[C:33](=[CH:34][CH:35]=[CH:36][CH:37]=3)[NH:32][C:31]=2[CH:30]=[CH:29][CH:28]=1)(=O)=O. Product: [CH3:1][O:2][C:3]1[CH:4]=[C:5]([C:27]2[C:39]3[C:38]4[C:33](=[CH:34][CH:35]=[CH:36][CH:37]=4)[NH:32][C:31]=3[CH:30]=[CH:29][CH:28]=2)[CH:6]=[N:7][CH:8]=1. The catalyst class is: 117.